From a dataset of Forward reaction prediction with 1.9M reactions from USPTO patents (1976-2016). Predict the product of the given reaction. (1) The product is: [N:1]1([CH2:9][C:10]2[CH:19]=[CH:18][C:13]([C:14]([O:16][CH3:17])=[O:15])=[CH:12][C:11]=2[O:20][CH3:21])[CH:5]=[CH:4][N:3]=[CH:2]1. Given the reactants [NH:1]1[CH:5]=[CH:4][N:3]=[CH:2]1.[H-].[Na+].Br[CH2:9][C:10]1[CH:19]=[CH:18][C:13]([C:14]([O:16][CH3:17])=[O:15])=[CH:12][C:11]=1[O:20][CH3:21], predict the reaction product. (2) Given the reactants [Br:1][C:2]1[CH:7]=[CH:6][N:5]=[C:4]([Cl:8])[CH:3]=1.C([N-]C(C)C)(C)C.[Li+].CN([CH:20]=[O:21])C, predict the reaction product. The product is: [Br:1][C:2]1[C:3]([CH:20]=[O:21])=[C:4]([Cl:8])[N:5]=[CH:6][CH:7]=1. (3) Given the reactants C(OC(=O)[NH:7][CH:8]1[CH2:13][CH2:12][N:11]([CH2:14][CH2:15][S:16]([CH3:19])(=[O:18])=[O:17])[CH2:10][CH2:9]1)(C)(C)C.[ClH:21], predict the reaction product. The product is: [ClH:21].[CH3:19][S:16]([CH2:15][CH2:14][N:11]1[CH2:10][CH2:9][CH:8]([NH2:7])[CH2:13][CH2:12]1)(=[O:18])=[O:17]. (4) Given the reactants Cl[C:2]1[C:21]([C:22]2[N:26](C3CCCCO3)[N:25]=[CH:24][CH:23]=2)=[CH:20][C:5]([C:6]([NH:8][C:9]2[CH:14]=[CH:13][C:12]([O:15][C:16]([Cl:19])([F:18])[F:17])=[CH:11][CH:10]=2)=[O:7])=[CH:4][N:3]=1.[CH2:33]1[C:36]2([CH2:39][NH:38][CH2:37]2)[CH2:35][N:34]1C(OC(C)(C)C)=O, predict the reaction product. The product is: [Cl:19][C:16]([F:17])([F:18])[O:15][C:12]1[CH:13]=[CH:14][C:9]([NH:8][C:6](=[O:7])[C:5]2[CH:20]=[C:21]([C:22]3[NH:26][N:25]=[CH:24][CH:23]=3)[C:2]([N:34]3[CH2:35][C:36]4([CH2:39][NH:38][CH2:37]4)[CH2:33]3)=[N:3][CH:4]=2)=[CH:10][CH:11]=1. (5) Given the reactants [C:1](Cl)(=[O:7])[CH2:2][CH2:3][CH2:4][CH2:5][CH3:6].C(N(CC)CC)C.[C:16]1([SH:22])[CH:21]=[CH:20][CH:19]=[CH:18][CH:17]=1.CCCC(C)C.C(OCC)(=O)C, predict the reaction product. The product is: [C:1](=[O:7])([S:22][C:16]1[CH:21]=[CH:20][CH:19]=[CH:18][CH:17]=1)[CH2:2][CH2:3][CH2:4][CH2:5][CH3:6]. (6) Given the reactants [C:1]1([C:7]2[N:11]3[CH:12]=[CH:13][CH:14]=[CH:15][C:10]3=[N:9][C:8]=2[C:16]2[CH:23]=[CH:22][C:19]([CH:20]=O)=[CH:18][CH:17]=2)[CH:6]=[CH:5][CH:4]=[CH:3][CH:2]=1.C(N(CC)CC)C.Cl.Cl.[S:33]1[CH:37]=[CH:36][CH:35]=[C:34]1[C:38]1[NH:42][N:41]=[C:40]([CH:43]2[CH2:48][CH2:47][NH:46][CH2:45][CH2:44]2)[N:39]=1.C(O)(=O)C.[BH-](OC(C)=O)(OC(C)=O)OC(C)=O.[Na+], predict the reaction product. The product is: [C:1]1([C:7]2[N:11]3[CH:12]=[CH:13][CH:14]=[CH:15][C:10]3=[N:9][C:8]=2[C:16]2[CH:23]=[CH:22][C:19]([CH2:20][N:46]3[CH2:47][CH2:48][CH:43]([C:40]4[NH:39][C:38]([C:34]5[S:33][CH:37]=[CH:36][CH:35]=5)=[N:42][N:41]=4)[CH2:44][CH2:45]3)=[CH:18][CH:17]=2)[CH:6]=[CH:5][CH:4]=[CH:3][CH:2]=1. (7) Given the reactants Cl[C:2](=[CH2:6])[C:3](O)=[O:4].[CH3:7][O:8][C:9](=[O:18])[C@H:10]([CH2:12][C:13]1[N:17]=[CH:16][NH:15][CH:14]=1)[NH2:11].C1(N)C(F)=C(F)C(F)=C(N)C=1F.Cl.Cl.C(N(CC)CC)C, predict the reaction product. The product is: [CH3:7][O:8][C:9](=[O:18])[C@H:10]([CH2:12][C:13]1[N:17]=[CH:16][NH:15][CH:14]=1)[NH:11][C:3](=[O:4])[CH:2]=[CH2:6]. (8) Given the reactants [CH3:1][Si:2]([CH3:26])([C:22]([CH3:25])([CH3:24])[CH3:23])[O:3][CH2:4][C:5]1[CH:6]=[CH:7][C:8]([NH:12][CH2:13][C:14]2[CH:19]=[CH:18][C:17]([O:20][CH3:21])=[CH:16][CH:15]=2)=[C:9]([OH:11])[CH:10]=1.Cl[CH2:28][C:29](Cl)=[O:30].S(=O)(=O)(O)[O-].[Na+], predict the reaction product. The product is: [CH3:26][Si:2]([CH3:1])([C:22]([CH3:23])([CH3:25])[CH3:24])[O:3][CH2:4][C:5]1[CH:6]=[CH:7][C:8]2[N:12]([CH2:13][C:14]3[CH:19]=[CH:18][C:17]([O:20][CH3:21])=[CH:16][CH:15]=3)[C:29](=[O:30])[CH2:28][O:11][C:9]=2[CH:10]=1.